This data is from Forward reaction prediction with 1.9M reactions from USPTO patents (1976-2016). The task is: Predict the product of the given reaction. (1) The product is: [F:48][C:49]([F:53])([F:52])[CH2:50][NH:51][C:3]([C:5]1[NH:6][N:7]=[C:8]([O:10][CH2:11][C:12]2[C:13]([C:18]3[CH:23]=[CH:22][C:21]([F:24])=[CH:20][N:19]=3)=[N:14][O:15][C:16]=2[CH3:17])[CH:9]=1)=[O:4]. Given the reactants CO[C:3]([C:5]1[NH:6][N:7]=[C:8]([O:10][CH2:11][C:12]2[C:13]([C:18]3[CH:23]=[CH:22][C:21]([F:24])=[CH:20][N:19]=3)=[N:14][O:15][C:16]=2[CH3:17])[CH:9]=1)=[O:4].COC(C1NN=C(OCC2C(C3C=CC=CC=3)=NOC=2C)C=1)=O.[F:48][C:49]([F:53])([F:52])[CH2:50][NH2:51], predict the reaction product. (2) The product is: [NH:5]1[C:6]2[C:7](=[CH:16][CH:15]=[CH:19][CH:8]=2)[CH:4]=[CH:3]1. Given the reactants [Li+].C[CH:3]([N-:5][CH:6]([CH3:8])[CH3:7])[CH3:4].COC(C#N)=O.[CH2:15]1[CH2:19]OC[CH2:16]1, predict the reaction product. (3) Given the reactants [CH3:1][C@H:2]1[CH2:7][C@@H:6]([OH:8])[C@H:5]([CH:9]([CH3:11])[CH3:10])[CH2:4][CH2:3]1.N1C=CC=CC=1.Cl[C:19]([O:21][CH2:22][Cl:23])=[O:20], predict the reaction product. The product is: [C:19](=[O:20])([O:21][CH2:22][Cl:23])[O:8][C@@H:6]1[CH2:7][C@H:2]([CH3:1])[CH2:3][CH2:4][C@H:5]1[CH:9]([CH3:11])[CH3:10]. (4) Given the reactants [CH3:1][O:2][C:3]1[CH:4]=[C:5]([C:11]2[CH:12]=[C:13]([CH3:28])[C:14]3[C:18]4[N:19]=[C:20]([CH2:24][CH2:25][CH3:26])[NH:21][C:22](=O)[C:17]=4[S:16][C:15]=3[N:27]=2)[CH:6]=[CH:7][C:8]=1[O:9][CH3:10].O=P(Cl)(Cl)[Cl:31], predict the reaction product. The product is: [Cl:31][C:22]1[C:17]2[S:16][C:15]3[N:27]=[C:11]([C:5]4[CH:6]=[CH:7][C:8]([O:9][CH3:10])=[C:3]([O:2][CH3:1])[CH:4]=4)[CH:12]=[C:13]([CH3:28])[C:14]=3[C:18]=2[N:19]=[C:20]([CH2:24][CH2:25][CH3:26])[N:21]=1. (5) The product is: [C:14]([NH:13][C:11]([C:10]1[C:4]2[C:5](=[N:6][CH:7]=[C:2]([C:32]3[C:31]4[C:35](=[CH:36][CH:37]=[C:29]([O:28][CH:27]([F:26])[F:51])[CH:30]=4)[NH:34][N:33]=3)[N:3]=2)[N:8]([CH2:18][O:19][CH2:20][CH2:21][Si:22]([CH3:25])([CH3:24])[CH3:23])[CH:9]=1)=[O:12])([CH3:17])([CH3:16])[CH3:15]. Given the reactants Br[C:2]1[N:3]=[C:4]2[C:10]([C:11]([NH:13][C:14]([CH3:17])([CH3:16])[CH3:15])=[O:12])=[CH:9][N:8]([CH2:18][O:19][CH2:20][CH2:21][Si:22]([CH3:25])([CH3:24])[CH3:23])[C:5]2=[N:6][CH:7]=1.[F:26][CH:27]([F:51])[O:28][C:29]1[CH:30]=[C:31]2[C:35](=[CH:36][CH:37]=1)[NH:34][N:33]=[C:32]2[Sn](CCCC)(CCCC)CCCC, predict the reaction product. (6) Given the reactants [NH2:1][C:2]1[CH:18]=[C:17]([C:19]#[N:20])[CH:16]=[CH:15][C:3]=1[CH2:4][NH:5][C:6](=[O:14])[C:7]1[CH:12]=[CH:11][CH:10]=[C:9]([CH3:13])[CH:8]=1.Cl[CH2:22][C:23]([N:25]1[CH2:30][CH2:29][O:28][CH2:27][CH2:26]1)=[O:24], predict the reaction product. The product is: [C:19]([C:17]1[CH:16]=[CH:15][C:3]([CH2:4][NH:5][C:6](=[O:14])[C:7]2[CH:12]=[CH:11][CH:10]=[C:9]([CH3:13])[CH:8]=2)=[C:2]([NH:1][CH2:22][C:23]([N:25]2[CH2:30][CH2:29][O:28][CH2:27][CH2:26]2)=[O:24])[CH:18]=1)#[N:20].